This data is from Full USPTO retrosynthesis dataset with 1.9M reactions from patents (1976-2016). The task is: Predict the reactants needed to synthesize the given product. (1) The reactants are: [C:1]([O:5][C:6]([NH:8][CH2:9][CH:10]1[CH2:15][CH2:14][CH2:13][CH2:12][N:11]1[C:16]1[N:21]=[C:20](Cl)[C:19]([C:23]([O:25][CH3:26])=[O:24])=[C:18]([NH:27][C:28]2[CH:29]=[C:30]([CH3:34])[CH:31]=[CH:32][CH:33]=2)[N:17]=1)=[O:7])([CH3:4])([CH3:3])[CH3:2].O.[CH3:36][N:37](C=O)C. Given the product [C:1]([O:5][C:6]([NH:8][CH2:9][CH:10]1[CH2:15][CH2:14][CH2:13][CH2:12][N:11]1[C:16]1[N:21]=[C:20]([C:36]#[N:37])[C:19]([C:23]([O:25][CH3:26])=[O:24])=[C:18]([NH:27][C:28]2[CH:29]=[C:30]([CH3:34])[CH:31]=[CH:32][CH:33]=2)[N:17]=1)=[O:7])([CH3:4])([CH3:3])[CH3:2], predict the reactants needed to synthesize it. (2) Given the product [CH2:19]([O:26][C:27]1[CH:32]=[CH:31][CH:30]=[C:29]([O:33][CH3:34])[C:28]=1[CH2:35][CH2:36][N:1]1[CH2:2][CH2:3][CH:4]([N:7]2[C:15]3[C:10](=[CH:11][CH:12]=[C:13]([C:16]([NH2:18])=[O:17])[CH:14]=3)[CH:9]=[CH:8]2)[CH2:5][CH2:6]1)[C:20]1[CH:21]=[CH:22][CH:23]=[CH:24][CH:25]=1, predict the reactants needed to synthesize it. The reactants are: [NH:1]1[CH2:6][CH2:5][CH:4]([N:7]2[C:15]3[C:10](=[CH:11][CH:12]=[C:13]([C:16]([NH2:18])=[O:17])[CH:14]=3)[CH:9]=[CH:8]2)[CH2:3][CH2:2]1.[CH2:19]([O:26][C:27]1[CH:32]=[CH:31][CH:30]=[C:29]([O:33][CH3:34])[C:28]=1[CH2:35][CH:36]=O)[C:20]1[CH:25]=[CH:24][CH:23]=[CH:22][CH:21]=1.C(O[BH-](OC(=O)C)OC(=O)C)(=O)C.[Na+].C(=O)(O)[O-].[Na+]. (3) Given the product [C:11]1([CH:7]([C:1]2[CH:2]=[CH:3][CH:4]=[CH:5][CH:6]=2)[CH2:8][CH2:9][NH:10][C:18]([NH2:19])=[S:17])[CH:12]=[CH:13][CH:14]=[CH:15][CH:16]=1, predict the reactants needed to synthesize it. The reactants are: [C:1]1([CH:7]([C:11]2[CH:16]=[CH:15][CH:14]=[CH:13][CH:12]=2)[CH2:8][CH2:9][NH2:10])[CH:6]=[CH:5][CH:4]=[CH:3][CH:2]=1.[S-:17][C:18]#[N:19].[NH4+]. (4) Given the product [CH:2]([C:1]1[C:6]2[C:7](=[O:16])[O:8][C:9]3([CH2:15][CH2:14][O:13][CH2:12][CH2:11]3)[C:10]=2[C:19]2[C:20](=[O:26])[CH2:21][C:22]([CH3:25])([CH3:24])[CH2:23][C:18]=2[N:17]=1)([CH3:4])[CH3:3], predict the reactants needed to synthesize it. The reactants are: [C:1]([C:6]1[C:7](=[O:16])[O:8][C:9]2([CH2:15][CH2:14][O:13][CH2:12][CH2:11]2)[CH:10]=1)(=O)[CH:2]([CH3:4])[CH3:3].[NH2:17][C:18]1[CH2:23][C:22]([CH3:25])([CH3:24])[CH2:21][C:20](=[O:26])[CH:19]=1.ClC1C(=O)C(C#N)=C(C#N)C(=O)C=1Cl.O=C1O[C@H]([C@H](CO)O)C(O)=C1O.